This data is from Human liver microsome stability data. The task is: Regression/Classification. Given a drug SMILES string, predict its absorption, distribution, metabolism, or excretion properties. Task type varies by dataset: regression for continuous measurements (e.g., permeability, clearance, half-life) or binary classification for categorical outcomes (e.g., BBB penetration, CYP inhibition). Dataset: hlm. (1) The compound is Cc1ccc(OC(=O)Nc2ccc3c(c2)sc2cc(S(=O)(=O)N[C@H](C(=O)O)C(C)C)ccc23)cc1. The result is 0 (unstable in human liver microsomes). (2) The molecule is c1nnc(SC2CCCC2)nc1-c1cnnc(SC2CCCC2)n1. The result is 0 (unstable in human liver microsomes). (3) The compound is CN1CCN(Cc2ccc(NC(=O)c3[nH]ncc3Nc3ncnc4sccc34)cc2)CC1. The result is 0 (unstable in human liver microsomes). (4) The compound is CCCN(CCCNc1ccnc2cc(Cl)ccc12)Cc1ccsc1. The result is 1 (stable in human liver microsomes). (5) The drug is Cc1ccc(C(Oc2cccc(Cl)c2Cl)C2CCNCC2)cn1. The result is 0 (unstable in human liver microsomes).